This data is from Full USPTO retrosynthesis dataset with 1.9M reactions from patents (1976-2016). The task is: Predict the reactants needed to synthesize the given product. Given the product [N:1]([C@H:4]1[CH2:9][CH2:8][C@H:7]([C:10]([OH:12])=[O:11])[CH2:6][C@H:5]1[NH:14][C:15]([O:17][C:18]([CH3:21])([CH3:20])[CH3:19])=[O:16])=[N+:2]=[N-:3], predict the reactants needed to synthesize it. The reactants are: [N:1]([C@H:4]1[CH2:9][CH2:8][C@H:7]([C:10]([O:12]C)=[O:11])[CH2:6][C@H:5]1[NH:14][C:15]([O:17][C:18]([CH3:21])([CH3:20])[CH3:19])=[O:16])=[N+:2]=[N-:3].[OH-].[Li+].O.